This data is from Catalyst prediction with 721,799 reactions and 888 catalyst types from USPTO. The task is: Predict which catalyst facilitates the given reaction. Reactant: [C:1]([O:6][C@@H:7]([C:9]1[N:14]=[C:13](Cl)[CH:12]=[CH:11][N:10]=1)[CH3:8])(=[O:5])[CH2:2][CH2:3][CH3:4].C(N(CC)CC)C.[N:23]1([C:29]2[O:30][C:31]3[C:36]([N:37]=2)=[CH:35][CH:34]=[CH:33][N:32]=3)[CH2:28][CH2:27][NH:26][CH2:25][CH2:24]1. Product: [C:1]([O:6][C@@H:7]([C:9]1[N:14]=[C:13]([N:26]2[CH2:25][CH2:24][N:23]([C:29]3[O:30][C:31]4[C:36]([N:37]=3)=[CH:35][CH:34]=[CH:33][N:32]=4)[CH2:28][CH2:27]2)[CH:12]=[CH:11][N:10]=1)[CH3:8])(=[O:5])[CH2:2][CH2:3][CH3:4]. The catalyst class is: 32.